From a dataset of Reaction yield outcomes from USPTO patents with 853,638 reactions. Predict the reaction yield, written as a fraction of the theoretical maximum amount of product (1.0 means a 100% yield; for example, 0.34 means a 34% yield). (1) The reactants are [N+:1]([C:4]1[CH:22]=[CH:21][C:7]([CH2:8][O:9][C:10]([CH:12]2[C:20]3[C:15](=[CH:16][CH:17]=[CH:18][CH:19]=3)[CH2:14][CH2:13]2)=[O:11])=[CH:6][CH:5]=1)([O-:3])=[O:2].[Cl:23][S:24](O)(=[O:26])=[O:25]. The catalyst is C(Cl)(Cl)Cl. The product is [N+:1]([C:4]1[CH:5]=[CH:6][C:7]([CH2:8][O:9][C:10]([CH:12]2[C:20]3[C:15](=[CH:16][CH:17]=[C:18]([S:24]([Cl:23])(=[O:26])=[O:25])[CH:19]=3)[CH2:14][CH2:13]2)=[O:11])=[CH:21][CH:22]=1)([O-:3])=[O:2]. The yield is 0.270. (2) The reactants are [CH2:1]([C:3]1[C:12]2[C:7](=[CH:8][C:9]([O:15][CH3:16])=[C:10]([O:13][CH3:14])[CH:11]=2)[CH:6]=[C:5]([OH:17])[N:4]=1)[CH3:2].[ClH:18].[Cl:19][CH2:20][C:21]1[C:22]([NH:33][CH2:34][CH2:35][CH3:36])=[N:23][C:24]2[C:29]([CH:30]=1)=[CH:28][C:27]([O:31][CH3:32])=[CH:26][CH:25]=2.[Li+].[OH-]. The catalyst is CC1C=CC(C(C)C)=CC=1.C(Cl)Cl. The product is [ClH:19].[ClH:18].[CH2:1]([C:3]1[C:12]2[C:7](=[CH:8][C:9]([O:15][CH3:16])=[C:10]([O:13][CH3:14])[CH:11]=2)[C:6]([CH2:20][C:21]2[C:22]([NH:33][CH2:34][CH2:35][CH3:36])=[N:23][C:24]3[C:29]([CH:30]=2)=[CH:28][C:27]([O:31][CH3:32])=[CH:26][CH:25]=3)=[C:5]([OH:17])[N:4]=1)[CH3:2]. The yield is 0.100. (3) The reactants are [CH3:1][Si:2]([C:5]#[CH:6])([CH3:4])[CH3:3].[NH2:7][C:8]1[N:9]=[C:10]([CH3:22])[C:11]2[CH:17]=[C:16](Br)[C:15](=[O:19])[N:14]([CH2:20][CH3:21])[C:12]=2[N:13]=1.C([O-])(O)=O.[Na+]. The catalyst is C(N(CC)CC)C.[Cu]I.Cl[Pd](Cl)([P](C1C=CC=CC=1)(C1C=CC=CC=1)C1C=CC=CC=1)[P](C1C=CC=CC=1)(C1C=CC=CC=1)C1C=CC=CC=1. The product is [NH2:7][C:8]1[N:9]=[C:10]([CH3:22])[C:11]2[CH:17]=[C:16]([C:6]#[C:5][Si:2]([CH3:4])([CH3:3])[CH3:1])[C:15](=[O:19])[N:14]([CH2:20][CH3:21])[C:12]=2[N:13]=1. The yield is 0.650. (4) The reactants are C(O)(=O)C.[N+:5](/[CH:8]=[CH:9]/[C:10]1[CH:15]=[CH:14][C:13]([NH:16][C:17]2[CH:22]=[CH:21][CH:20]=[CH:19][CH:18]=2)=[CH:12][CH:11]=1)([O-:7])=[O:6].[BH4-].[Na+]. The catalyst is CS(C)=O. The product is [N+:5]([CH2:8][CH2:9][C:10]1[CH:15]=[CH:14][C:13]([NH:16][C:17]2[CH:22]=[CH:21][CH:20]=[CH:19][CH:18]=2)=[CH:12][CH:11]=1)([O-:7])=[O:6]. The yield is 0.620. (5) The reactants are [Cl:1][C:2]1[C:3]([C:25]2[CH:26]=[N:27][C:28]([O:31]C)=[CH:29][CH:30]=2)=[N:4][C:5]([NH:8][C:9]([C:11]2([C:14]3[CH:24]=[CH:23][C:17]4[O:18][C:19]([F:22])([F:21])[O:20][C:16]=4[CH:15]=3)[CH2:13][CH2:12]2)=[O:10])=[CH:6][CH:7]=1. The catalyst is O1CCOCC1.Cl. The product is [Cl:1][C:2]1[CH:7]=[CH:6][C:5]([NH:8][C:9]([C:11]2([C:14]3[CH:24]=[CH:23][C:17]4[O:18][C:19]([F:22])([F:21])[O:20][C:16]=4[CH:15]=3)[CH2:12][CH2:13]2)=[O:10])=[N:4][C:3]=1[C:25]1[CH:30]=[CH:29][C:28](=[O:31])[NH:27][CH:26]=1. The yield is 0.220. (6) The reactants are Br[C:2]1[C:3](=[O:9])[N:4]([CH3:8])[CH:5]=[CH:6][CH:7]=1.[CH2:10]([S:17][C:18]1[C:19]([O:33][CH3:34])=[C:20](B2OC(C)(C)C(C)(C)O2)[CH:21]=[CH:22][CH:23]=1)[C:11]1[CH:16]=[CH:15][CH:14]=[CH:13][CH:12]=1.CS(C)=O. The catalyst is O.C(OCC)(=O)C.C1C=CC(P(C2C=CC=CC=2)[C-]2C=CC=C2)=CC=1.C1C=CC(P(C2C=CC=CC=2)[C-]2C=CC=C2)=CC=1.Cl[Pd]Cl.[Fe+2]. The product is [CH2:10]([S:17][C:18]1[C:19]([O:33][CH3:34])=[C:20]([C:2]2[C:3](=[O:9])[N:4]([CH3:8])[CH:5]=[CH:6][CH:7]=2)[CH:21]=[CH:22][CH:23]=1)[C:11]1[CH:12]=[CH:13][CH:14]=[CH:15][CH:16]=1. The yield is 0.290. (7) The reactants are [B:10]1([B:10]2[O:14][C:13]([CH3:16])([CH3:15])[C:12]([CH3:18])([CH3:17])[O:11]2)[O:14][C:13]([CH3:16])([CH3:15])[C:12]([CH3:18])([CH3:17])[O:11]1.[C:19]([C:23]1[CH:28]=[CH:27][CH:26]=[C:25]([C:29]([CH3:32])([CH3:31])[CH3:30])[N:24]=1)([CH3:22])([CH3:21])[CH3:20]. The catalyst is CC(C1C=CN=C(C2C=C(C(C)(C)C)C=CN=2)C=1)(C)C.COC(C)(C)C. The product is [C:19]([C:23]1[CH:28]=[C:27]([B:10]2[O:11][C:12]([CH3:17])([CH3:18])[C:13]([CH3:15])([CH3:16])[O:14]2)[CH:26]=[C:25]([C:29]([CH3:32])([CH3:31])[CH3:30])[N:24]=1)([CH3:22])([CH3:21])[CH3:20]. The yield is 0.600. (8) The reactants are [F:1][C:2]1[CH:3]=[C:4]([CH:8]=[CH:9][C:10]=1[F:11])[C:5]([OH:7])=O.C(Cl)(=O)C(Cl)=O.Cl.[NH:19]1[CH2:22][CH2:21][CH2:20]1.C(N(CC)CC)C.Cl. The catalyst is ClCCl.CN(C)C=O. The product is [F:1][C:2]1[CH:3]=[C:4]([CH:8]=[CH:9][C:10]=1[F:11])[C:5]([N:19]1[CH2:22][CH2:21][CH2:20]1)=[O:7]. The yield is 0.160. (9) The reactants are Cl.[F:2][C:3]1[CH:8]=[C:7]([F:9])[CH:6]=[CH:5][C:4]=1[N:10]1[N:18]=[C:17](N)[C:16]2[C@H:15]3[CH2:20][C@H:12]([CH2:13][CH2:14]3)[C:11]1=2.N([O-])=O.[Na+].[I-:25].[K+]. The catalyst is Cl.O. The product is [I:25][C:17]1[C:16]2[C@H:15]3[CH2:20][C@H:12]([CH2:13][CH2:14]3)[C:11]=2[N:10]([C:4]2[CH:5]=[CH:6][C:7]([F:9])=[CH:8][C:3]=2[F:2])[N:18]=1. The yield is 0.470.